This data is from Peptide-MHC class I binding affinity with 185,985 pairs from IEDB/IMGT. The task is: Regression. Given a peptide amino acid sequence and an MHC pseudo amino acid sequence, predict their binding affinity value. This is MHC class I binding data. (1) The peptide sequence is AYSKSLKELV. The MHC is HLA-A26:01 with pseudo-sequence HLA-A26:01. The binding affinity (normalized) is 0. (2) The peptide sequence is YLAKLFLDH. The MHC is HLA-A80:01 with pseudo-sequence HLA-A80:01. The binding affinity (normalized) is 0.936. (3) The peptide sequence is FFTELENKK. The MHC is HLA-A11:01 with pseudo-sequence HLA-A11:01. The binding affinity (normalized) is 0.193. (4) The peptide sequence is KQYNVTQAF. The MHC is HLA-B07:02 with pseudo-sequence HLA-B07:02. The binding affinity (normalized) is 0.0847. (5) The peptide sequence is KYRLKHIVW. The MHC is HLA-B40:01 with pseudo-sequence HLA-B40:01. The binding affinity (normalized) is 0. (6) The peptide sequence is KEDPGDHIF. The MHC is HLA-A11:01 with pseudo-sequence HLA-A11:01. The binding affinity (normalized) is 0.0847. (7) The peptide sequence is AENLWVTVD. The MHC is Mamu-A11 with pseudo-sequence Mamu-A11. The binding affinity (normalized) is 0.311.